Dataset: Catalyst prediction with 721,799 reactions and 888 catalyst types from USPTO. Task: Predict which catalyst facilitates the given reaction. (1) Reactant: [NH2:1][C:2]1[CH:10]=[CH:9][CH:8]=[C:7]2[C:3]=1[C:4](=[O:20])[N:5]([CH:12]1[CH2:17][CH2:16][C:15](=[O:18])[NH:14][C:13]1=[O:19])[C:6]2=[O:11].[C:21](Cl)(=[O:28])[CH2:22][CH2:23][CH2:24][CH2:25][CH2:26][CH3:27]. Product: [O:19]=[C:13]1[CH:12]([N:5]2[C:4](=[O:20])[C:3]3[C:7](=[CH:8][CH:9]=[CH:10][C:2]=3[NH:1][C:21](=[O:28])[CH2:22][CH2:23][CH2:24][CH2:25][CH2:26][CH3:27])[C:6]2=[O:11])[CH2:17][CH2:16][C:15](=[O:18])[NH:14]1. The catalyst class is: 1. (2) Reactant: [OH:1][C:2]1[CH:3]=[C:4]([C:8](=[O:10])[CH3:9])[CH:5]=[CH:6][CH:7]=1.[CH:11]1([Mg]Br)[CH2:13][CH2:12]1. Product: [CH:11]1([C:8]([C:4]2[CH:3]=[C:2]([OH:1])[CH:7]=[CH:6][CH:5]=2)([OH:10])[CH3:9])[CH2:13][CH2:12]1. The catalyst class is: 7. (3) Reactant: [N:1]([C:3]1[C:4]([N:11]2[CH2:16][CH:15]=[CH:14][CH2:13][CH2:12]2)=[N:5][C:6]([NH2:10])=[N:7][C:8]=1[NH2:9])=O.S(S([O-])=O)([O-])=O.[Na+].[Na+]. Product: [NH2:10][C:6]1[N:5]=[C:4]([N:11]2[CH2:12][CH:13]=[CH:14][CH2:15][CH2:16]2)[C:3]([NH2:1])=[C:8]([NH2:9])[N:7]=1. The catalyst class is: 6.